This data is from Reaction yield outcomes from USPTO patents with 853,638 reactions. The task is: Predict the reaction yield, written as a fraction of the theoretical maximum amount of product (1.0 means a 100% yield; for example, 0.34 means a 34% yield). (1) The reactants are S([O-])([O:4][CH2:5][C:6]([O:15][CH2:16][CH2:17][CH2:18][CH2:19][CH2:20][CH3:21])([O:8][CH2:9][CH2:10][CH2:11][CH2:12][CH2:13][CH3:14])[CH3:7])(=O)=O.[Na+].[CH2:24]([OH:30])[CH2:25][CH2:26][CH2:27][CH2:28][CH3:29].O. The catalyst is C1(C)C=CC=CC=1. The product is [CH2:9]([O:8][C:6]([O:15][CH2:16][CH2:17][CH2:18][CH2:19][CH2:20][CH3:21])([CH3:7])[C:5]([O:30][CH2:24][CH2:25][CH2:26][CH2:27][CH2:28][CH3:29])=[O:4])[CH2:10][CH2:11][CH2:12][CH2:13][CH3:14]. The yield is 0.840. (2) The reactants are [CH3:1][O:2][C:3](=[O:15])[C:4]1[C:5](=[C:10](I)[CH:11]=[CH:12][CH:13]=1)[C:6]([O:8][CH3:9])=[O:7].[CH3:16][O:17][C:18]1[CH:23]=[C:22]([O:24][CH2:25][CH2:26][N:27]2[CH2:32][CH2:31][CH2:30][CH2:29][CH2:28]2)[CH:21]=[CH:20][C:19]=1[NH2:33].C1C=CC(P(C2C(C3C(P(C4C=CC=CC=4)C4C=CC=CC=4)=CC=C4C=3C=CC=C4)=C3C(C=CC=C3)=CC=2)C2C=CC=CC=2)=CC=1.C(=O)([O-])[O-].[Cs+].[Cs+]. The catalyst is C1(C)C=CC=CC=1.C(Cl)Cl.C1C=CC(/C=C/C(/C=C/C2C=CC=CC=2)=O)=CC=1.C1C=CC(/C=C/C(/C=C/C2C=CC=CC=2)=O)=CC=1.C1C=CC(/C=C/C(/C=C/C2C=CC=CC=2)=O)=CC=1.[Pd].[Pd]. The product is [CH3:1][O:2][C:3](=[O:15])[C:4]1[C:5](=[C:10]([NH:33][C:19]2[CH:20]=[CH:21][C:22]([O:24][CH2:25][CH2:26][N:27]3[CH2:32][CH2:31][CH2:30][CH2:29][CH2:28]3)=[CH:23][C:18]=2[O:17][CH3:16])[CH:11]=[CH:12][CH:13]=1)[C:6]([O:8][CH3:9])=[O:7]. The yield is 0.780. (3) The reactants are [F:1][C:2]1[CH:7]=[CH:6][C:5]([C:8]([CH3:12])([CH3:11])[C:9]#[N:10])=[CH:4][CH:3]=1.[H-].[H-].[H-].[H-].[Li+].[Al+3]. The catalyst is C1COCC1. The product is [F:1][C:2]1[CH:3]=[CH:4][C:5]([C:8]([CH3:12])([CH3:11])[CH2:9][NH2:10])=[CH:6][CH:7]=1. The yield is 0.920.